Predict the reactants needed to synthesize the given product. From a dataset of Full USPTO retrosynthesis dataset with 1.9M reactions from patents (1976-2016). (1) Given the product [I:1][C:17]1[CH:16]=[N:15][C:14]2[N:10]([CH2:9][C:8]3[CH:7]=[CH:6][C:5]([O:4][CH3:3])=[CH:21][CH:20]=3)[N:11]=[CH:12][C:13]=2[C:18]=1[OH:19], predict the reactants needed to synthesize it. The reactants are: [I:1]I.[CH3:3][O:4][C:5]1[CH:21]=[CH:20][C:8]([CH2:9][N:10]2[C:14]3[N:15]=[CH:16][CH:17]=[C:18]([OH:19])[C:13]=3[CH:12]=[N:11]2)=[CH:7][CH:6]=1.C(=O)(O)[O-].[Na+].OS([O-])(=O)=O.[K+]. (2) Given the product [C:11]([CH2:10][C@H:9]([NH:5][C:6](=[O:8])[O:7][C:26]([CH3:29])([CH3:28])[CH3:27])[CH3:13])#[N:12], predict the reactants needed to synthesize it. The reactants are: CC([N:5]([C@H:9]([CH3:13])[CH2:10][C:11]#[N:12])[C:6](=[O:8])[O-:7])(C)C.CS(OC[C@H](NC(O[C:26]([CH3:29])([CH3:28])[CH3:27])=O)C)(=O)=O.[C-]#N.[Na+].O. (3) Given the product [CH3:28][C:18]1[CH:17]=[C:16]([S:13]([C:10]2[CH:9]=[CH:8][C:7]([OH:6])=[CH:12][CH:11]=2)(=[O:15])=[O:14])[CH:21]=[CH:20][C:19]=1[CH:22]1[CH2:26][CH2:25][N:24]([CH3:27])[CH2:23]1, predict the reactants needed to synthesize it. The reactants are: C([S-])C.[Na+].C[O:6][C:7]1[CH:12]=[CH:11][C:10]([S:13]([C:16]2[CH:21]=[CH:20][C:19]([CH:22]3[CH2:26][CH2:25][N:24]([CH3:27])[CH2:23]3)=[C:18]([CH3:28])[CH:17]=2)(=[O:15])=[O:14])=[CH:9][CH:8]=1. (4) The reactants are: [C:1]([CH2:18][CH2:19][N:20]([CH2:38][C:39]([O:41]CC=C)=[O:40])[C:21](=[O:37])[CH2:22][C:23]1[CH:24]=[N:25][C:26]([NH:29][C:30]([O:32][C:33]([CH3:36])([CH3:35])[CH3:34])=[O:31])=[CH:27][CH:28]=1)([O:3][CH2:4][CH:5]1[C:17]2[C:12](=[CH:13][CH:14]=[CH:15][CH:16]=2)[C:11]2[C:6]1=[CH:7][CH:8]=[CH:9][CH:10]=2)=[O:2].C(NC1C=CC=CC=1)C. Given the product [C:1]([CH2:18][CH2:19][N:20]([CH2:38][C:39]([OH:41])=[O:40])[C:21](=[O:37])[CH2:22][C:23]1[CH:24]=[N:25][C:26]([NH:29][C:30]([O:32][C:33]([CH3:36])([CH3:34])[CH3:35])=[O:31])=[CH:27][CH:28]=1)([O:3][CH2:4][CH:5]1[C:6]2[C:11](=[CH:10][CH:9]=[CH:8][CH:7]=2)[C:12]2[C:17]1=[CH:16][CH:15]=[CH:14][CH:13]=2)=[O:2], predict the reactants needed to synthesize it.